Dataset: Full USPTO retrosynthesis dataset with 1.9M reactions from patents (1976-2016). Task: Predict the reactants needed to synthesize the given product. (1) The reactants are: [CH2:1]([N:3]1[C:7]2[CH:8]=[CH:9][CH:10]=[CH:11][C:6]=2[N:5]=[C:4]1[C@H:12]([NH2:14])[CH3:13])[CH3:2].CCN(CC)CC.[Cl:22][C:23]1[CH:28]=[CH:27][C:26]([S:29](Cl)(=[O:31])=[O:30])=[CH:25][CH:24]=1. Given the product [Cl:22][C:23]1[CH:28]=[CH:27][C:26]([S:29]([NH:14][C@@H:12]([C:4]2[N:3]([CH2:1][CH3:2])[C:7]3[CH:8]=[CH:9][CH:10]=[CH:11][C:6]=3[N:5]=2)[CH3:13])(=[O:31])=[O:30])=[CH:25][CH:24]=1, predict the reactants needed to synthesize it. (2) Given the product [N:23]1([NH:22][C:19]([C:16]2[CH:17]=[N:18][C:13]([C:7]3[CH:8]=[CH:9][CH:10]=[CH:11][CH:12]=3)=[N:14][CH:15]=2)=[O:21])[C:31]2[C:26](=[CH:27][CH:28]=[CH:29][CH:30]=2)[CH2:25][CH2:24]1, predict the reactants needed to synthesize it. The reactants are: C(Cl)(=O)C(Cl)=O.[C:7]1([C:13]2[N:18]=[CH:17][C:16]([C:19]([OH:21])=O)=[CH:15][N:14]=2)[CH:12]=[CH:11][CH:10]=[CH:9][CH:8]=1.[NH2:22][N:23]1[C:31]2[C:26](=[CH:27][CH:28]=[CH:29][CH:30]=2)[CH2:25][CH2:24]1.C(N(CC)CC)C. (3) Given the product [O:1]1[C:5]2[CH:6]=[CH:7][C:8]([C:10]3([C:13]([NH:15][C:16]4[CH:17]=[C:18]5[C:22](=[CH:23][C:24]=4[F:25])[N:21]([CH2:32][CH2:30][OH:31])[C:20]([C:26]([CH3:29])([CH3:28])[CH3:27])=[CH:19]5)=[O:14])[CH2:12][CH2:11]3)=[CH:9][C:4]=2[O:3][CH2:2]1, predict the reactants needed to synthesize it. The reactants are: [O:1]1[C:5]2[CH:6]=[CH:7][C:8]([C:10]3([C:13]([NH:15][C:16]4[CH:17]=[C:18]5[C:22](=[CH:23][C:24]=4[F:25])[NH:21][CH:20]([C:26]([CH3:29])([CH3:28])[CH3:27])[CH2:19]5)=[O:14])[CH2:12][CH2:11]3)=[CH:9][C:4]=2[O:3][CH2:2]1.[CH:30]([CH:32]=O)=[O:31].O.[BH3-]C#N.[Na+]. (4) Given the product [O:36]=[C:34]1[C:33]2[C:32](=[CH:40][CH:39]=[CH:38][CH:37]=2)[C:31](=[O:41])[N:35]1[CH2:2][CH2:3][CH2:4][C:5]1[CH:10]=[CH:9][C:8]([C:11]2[N:12]=[C:13]([NH:26][C:27](=[O:29])[CH3:28])[S:14][C:15]=2[C:16]2[CH:21]=[CH:20][C:19]([S:22]([CH3:25])(=[O:24])=[O:23])=[CH:18][CH:17]=2)=[CH:7][CH:6]=1, predict the reactants needed to synthesize it. The reactants are: Br[CH2:2][CH2:3][CH2:4][C:5]1[CH:10]=[CH:9][C:8]([C:11]2[N:12]=[C:13]([NH:26][C:27](=[O:29])[CH3:28])[S:14][C:15]=2[C:16]2[CH:21]=[CH:20][C:19]([S:22]([CH3:25])(=[O:24])=[O:23])=[CH:18][CH:17]=2)=[CH:7][CH:6]=1.[K].[C:31]1(=[O:41])[NH:35][C:34](=[O:36])[C:33]2=[CH:37][CH:38]=[CH:39][CH:40]=[C:32]12.O. (5) The reactants are: C1C=CC=CC=1.[Br:7][C:8]1[CH:9]=[C:10]([CH:13]=[O:14])S[CH:12]=1.[CH2:15](O)[CH2:16][OH:17].O.C1(C)C=CC(S(O)(=O)=[O:27])=CC=1. Given the product [Br:7][C:8]1[CH:9]=[C:10]([CH:13]2[O:14][CH2:15][CH2:16][O:17]2)[O:27][CH:12]=1, predict the reactants needed to synthesize it. (6) Given the product [CH3:46][C:36]1[CH:37]=[C:38]([S:42]([N:2]2[CH2:3][CH:4]3[CH:9]([CH2:8][CH2:7][CH2:6][CH2:5]3)[CH:1]2[C:10]([NH:12][C@H:13]([C:32]([O:34][CH3:35])=[O:33])[CH2:14][C:15]2[CH:20]=[CH:19][C:18]([NH:21][C:22](=[O:31])[C:23]3[C:28]([Cl:29])=[CH:27][N:26]=[CH:25][C:24]=3[Cl:30])=[CH:17][CH:16]=2)=[O:11])(=[O:44])=[O:43])[CH:39]=[CH:40][CH:41]=1, predict the reactants needed to synthesize it. The reactants are: [CH:1]1([C:10]([NH:12][C@H:13]([C:32]([O:34][CH3:35])=[O:33])[CH2:14][C:15]2[CH:20]=[CH:19][C:18]([NH:21][C:22](=[O:31])[C:23]3[C:28]([Cl:29])=[CH:27][N:26]=[CH:25][C:24]=3[Cl:30])=[CH:17][CH:16]=2)=[O:11])[CH:9]2[CH:4]([CH2:5][CH2:6][CH2:7][CH2:8]2)[CH2:3][NH:2]1.[C:36]1([CH3:46])[CH:41]=[CH:40][CH:39]=[C:38]([S:42](Cl)(=[O:44])=[O:43])[CH:37]=1.CCN(C(C)C)C(C)C.CCCCCC. (7) Given the product [F:31][C:28]([F:29])([F:30])[C:22]1[CH:23]=[CH:24][CH:25]=[C:26]([I:27])[C:21]=1[OH:20], predict the reactants needed to synthesize it. The reactants are: [Li]CCCC.II.[O-]S([O-])=O.[Na+].[Na+].O1CCCCC1[O:20][C:21]1[C:26]([I:27])=[CH:25][CH:24]=[CH:23][C:22]=1[C:28]([F:31])([F:30])[F:29]. (8) Given the product [CH3:1][O:2][C:3]1[CH:4]=[C:5]2[C:10](=[CH:11][C:12]=1[O:13][CH3:14])[N:9]=[CH:8][N:7]=[C:6]2[O:15][C:16]1[CH:22]=[CH:21][C:19]([NH:20][C:34]([NH:42][C:43]2[S:44][CH:45]=[CH:46][N:47]=2)=[O:40])=[CH:18][CH:17]=1, predict the reactants needed to synthesize it. The reactants are: [CH3:1][O:2][C:3]1[CH:4]=[C:5]2[C:10](=[CH:11][C:12]=1[O:13][CH3:14])[N:9]=[CH:8][N:7]=[C:6]2[O:15][C:16]1[CH:22]=[CH:21][C:19]([NH2:20])=[CH:18][CH:17]=1.C(N(CC)CC)C.ClC(Cl)(O[C:34](=[O:40])OC(Cl)(Cl)Cl)Cl.[NH2:42][C:43]1[S:44][CH:45]=[CH:46][N:47]=1. (9) Given the product [OH:22][CH2:21][CH2:20][O:19][CH2:18][CH2:17][NH:16][C:9](=[O:10])[O:11][C:12]([CH3:13])([CH3:14])[CH3:15], predict the reactants needed to synthesize it. The reactants are: [CH3:13][C:12]([O:11][C:9](O[C:9]([O:11][C:12]([CH3:15])([CH3:14])[CH3:13])=[O:10])=[O:10])([CH3:15])[CH3:14].[NH2:16][CH2:17][CH2:18][O:19][CH2:20][CH2:21][OH:22].CCN(CC)CC.